This data is from Catalyst prediction with 721,799 reactions and 888 catalyst types from USPTO. The task is: Predict which catalyst facilitates the given reaction. (1) Reactant: [F:1][C:2]([F:21])([F:20])[C:3]([C:5]1[NH:9][C:8]2[CH:10]=[C:11]([C:16]([F:19])([F:18])[F:17])[C:12]([C:14]#[N:15])=[CH:13][C:7]=2[N:6]=1)=[O:4].[CH2:22](Br)[C:23]#[CH:24].[In].Cl. Product: [OH:4][C:3]([C:5]1[NH:9][C:8]2[CH:10]=[C:11]([C:16]([F:17])([F:18])[F:19])[C:12]([C:14]#[N:15])=[CH:13][C:7]=2[N:6]=1)([C:2]([F:20])([F:1])[F:21])[CH2:24][C:23]#[CH:22]. The catalyst class is: 299. (2) Reactant: CC1(C)CCCC(C)(C)N1.C([Li])CCC.CN(C)CCN(C)C.[CH3:24][C:25]1([CH3:43])[CH2:29][O:28][C:27]([C:30]2[CH:31]=[CH:32][C:33]([N:36]3[CH2:41][CH2:40][N:39]([CH3:42])[CH2:38][CH2:37]3)=[N:34][CH:35]=2)=[N:26]1.CON(C)[C:47](=[O:54])[C:48]1[CH:53]=[CH:52][CH:51]=[CH:50][CH:49]=1. Product: [CH3:24][C:25]1([CH3:43])[CH2:29][O:28][C:27]([C:30]2[C:31]([C:47]([C:48]3[CH:53]=[CH:52][CH:51]=[CH:50][CH:49]=3)=[O:54])=[CH:32][C:33]([N:36]3[CH2:37][CH2:38][N:39]([CH3:42])[CH2:40][CH2:41]3)=[N:34][CH:35]=2)=[N:26]1. The catalyst class is: 81. (3) Reactant: [CH3:1][N:2]1[CH:7]=[C:6]([O:8][CH3:9])[CH:5]=[C:4](/[CH:10]=[CH:11]/[CH2:12][CH:13]([OH:15])[CH3:14])[CH2:3]1.[C:16]1([CH3:26])[CH:21]=[CH:20][C:19]([S:22](Cl)(=[O:24])=[O:23])=[CH:18][CH:17]=1. Product: [C:16]1([CH3:26])[CH:21]=[CH:20][C:19]([S:22]([O:15][CH:13]([CH2:12]/[CH:11]=[CH:10]/[C:4]2[CH2:3][N:2]([CH3:1])[CH:7]=[C:6]([O:8][CH3:9])[CH:5]=2)[CH3:14])(=[O:24])=[O:23])=[CH:18][CH:17]=1. The catalyst class is: 17. (4) Reactant: C([Li])CCC.[C:6](#[N:8])[CH3:7].[Cl:9][C:10]1[CH:19]=[CH:18][CH:17]=[C:16]([Cl:20])[C:11]=1[C:12](OC)=[O:13]. Product: [Cl:9][C:10]1[CH:19]=[CH:18][CH:17]=[C:16]([Cl:20])[C:11]=1[C:12](=[O:13])[CH2:7][C:6]#[N:8]. The catalyst class is: 1. (5) Reactant: [Cl:1][C:2]1[N:7]=[C:6]([NH:8][C:9]2[CH:14]=[CH:13][C:12]([O:15][CH3:16])=[CH:11][CH:10]=2)[C:5]([NH2:17])=[CH:4][N:3]=1.[N:18]([O-])=O.[Na+].[OH-].[Na+]. Product: [Cl:1][C:2]1[N:3]=[CH:4][C:5]2[N:17]=[N:18][N:8]([C:9]3[CH:10]=[CH:11][C:12]([O:15][CH3:16])=[CH:13][CH:14]=3)[C:6]=2[N:7]=1. The catalyst class is: 33. (6) Reactant: [Br:1][C:2]1[CH:11]=[CH:10][C:5]2[N:6]=[C:7](Cl)[S:8][C:4]=2[CH:3]=1.NC(N)=[S:14]. Product: [Br:1][C:2]1[CH:11]=[CH:10][C:5]2[N:6]=[C:7]([SH:14])[S:8][C:4]=2[CH:3]=1. The catalyst class is: 5. (7) Reactant: [C:1]([O:5][C:6]([N:8]1[CH2:13][CH2:12][N:11]([C:14]2[CH:22]=[CH:21][CH:20]=[C:19]3[C:15]=2[C:16](=[O:32])[C:17](=[O:31])[N:18]3[CH2:23][C:24]2[CH:29]=[CH:28][CH:27]=[C:26]([F:30])[CH:25]=2)[CH2:10][CH2:9]1)=[O:7])([CH3:4])([CH3:3])[CH3:2].[CH3:33][Li]. Product: [C:1]([O:5][C:6]([N:8]1[CH2:13][CH2:12][N:11]([C:14]2[CH:22]=[CH:21][CH:20]=[C:19]3[C:15]=2[C:16]([OH:32])([CH3:33])[C:17](=[O:31])[N:18]3[CH2:23][C:24]2[CH:29]=[CH:28][CH:27]=[C:26]([F:30])[CH:25]=2)[CH2:10][CH2:9]1)=[O:7])([CH3:4])([CH3:2])[CH3:3]. The catalyst class is: 1. (8) The catalyst class is: 3. Product: [I:25][C:22]1[C:16]2[C:17](=[N:18][CH:19]=[C:14]([C:9]3[CH:10]=[CH:11][CH:12]=[CH:13][C:8]=3[O:1][C:2]3[CH:7]=[CH:6][CH:5]=[CH:4][CH:3]=3)[CH:15]=2)[NH:20][CH:21]=1. Reactant: [O:1]([C:8]1[CH:13]=[CH:12][CH:11]=[CH:10][C:9]=1[C:14]1[CH:15]=[C:16]2[CH:22]=[CH:21][NH:20][C:17]2=[N:18][CH:19]=1)[C:2]1[CH:7]=[CH:6][CH:5]=[CH:4][CH:3]=1.[OH-].[K+].[I:25]I. (9) Reactant: [Br:1][C:2]1[CH:3]=[CH:4][C:5]([OH:10])=[C:6]([CH:9]=1)[CH:7]=[O:8].[CH2:11](Br)[C:12]1[CH:17]=[CH:16][CH:15]=[CH:14][CH:13]=1. Product: [CH2:11]([O:10][C:5]1[CH:4]=[CH:3][C:2]([Br:1])=[CH:9][C:6]=1[CH:7]=[O:8])[C:12]1[CH:17]=[CH:16][CH:15]=[CH:14][CH:13]=1. The catalyst class is: 21.